Dataset: Catalyst prediction with 721,799 reactions and 888 catalyst types from USPTO. Task: Predict which catalyst facilitates the given reaction. (1) Reactant: [CH3:1][N:2]([CH3:14])[CH2:3][CH2:4][NH:5][C:6]1[CH:13]=[CH:12][C:9]([CH:10]=[O:11])=[CH:8][CH:7]=1.Cl[C:16]([O:18][CH2:19][CH2:20][O:21][CH3:22])=[O:17].N1C=CC=CC=1.C(=O)([O-])O.[Na+]. Product: [CH3:22][O:21][CH2:20][CH2:19][O:18][C:16]([N:5]([C:6]1[CH:13]=[CH:12][C:9]([CH:10]=[O:11])=[CH:8][CH:7]=1)[CH2:4][CH2:3][N:2]([CH3:14])[CH3:1])=[O:17]. The catalyst class is: 366. (2) Reactant: Br[C:2]1[C:3]([O:10][C:11]([CH3:14])([CH3:13])[CH3:12])=[C:4]([CH:7]=[CH:8][CH:9]=1)[C:5]#[N:6].C([Mg]Cl)(C)C.[CH2:20]([N:27]1[CH:32]2[CH2:33][CH2:34][CH:28]1[CH:29]=[C:30](OS(C(F)(F)F)(=O)=O)[CH2:31]2)[C:21]1[CH:26]=[CH:25][CH:24]=[CH:23][CH:22]=1. Product: [CH2:20]([N:27]1[CH:32]2[CH2:33][CH2:34][CH:28]1[CH:29]=[C:30]([C:2]1[C:3]([O:10][C:11]([CH3:14])([CH3:13])[CH3:12])=[C:4]([CH:7]=[CH:8][CH:9]=1)[C:5]#[N:6])[CH2:31]2)[C:21]1[CH:26]=[CH:25][CH:24]=[CH:23][CH:22]=1. The catalyst class is: 176. (3) Reactant: [F:1][CH:2]([F:14])[N:3]1[C:7]([C:8]([OH:10])=O)=[CH:6][C:5]([N+:11]([O-:13])=[O:12])=[N:4]1.[CH2:15]([N:17](CC)CC)C.Cl.CN.C(=O)([O-])O.[Na+]. Product: [F:14][CH:2]([F:1])[N:3]1[C:7]([C:8]([NH:17][CH3:15])=[O:10])=[CH:6][C:5]([N+:11]([O-:13])=[O:12])=[N:4]1. The catalyst class is: 13. (4) The catalyst class is: 1. Product: [N:34]1([CH2:40][CH2:41][C:9]2[C:8]([NH:7][CH2:6][C:3]3[O:4][CH:5]=[CH:1][CH:2]=3)=[C:13]([CH:12]=[C:11]([S:17]([NH2:20])(=[O:19])=[O:18])[C:10]=2[Cl:21])[C:14]([NH2:24])=[O:16])[CH2:39][CH2:38][CH2:37][CH2:36][CH2:35]1. Reactant: [CH:1]1[CH:2]=[C:3]([CH2:6][NH:7][C:8]2[C:13]([C:14]([OH:16])=O)=[CH:12][C:11]([S:17]([NH2:20])(=[O:19])=[O:18])=[C:10]([Cl:21])[CH:9]=2)[O:4][CH:5]=1.C1N=C[N:24](C(N2C=NC=C2)=O)C=1.[N:34]1([CH2:40][CH2:41]N)[CH2:39][CH2:38][CH2:37][CH2:36][CH2:35]1. (5) Reactant: [I:1]N1C(=O)CCC1=O.[C:9]([N:13]1[C:17]2[N:18]=[CH:19][N:20]=[CH:21][C:16]=2[CH:15]=[CH:14]1)([CH3:12])([CH3:11])[CH3:10]. Product: [C:9]([N:13]1[C:17]2[N:18]=[CH:19][N:20]=[CH:21][C:16]=2[C:15]([I:1])=[CH:14]1)([CH3:12])([CH3:10])[CH3:11]. The catalyst class is: 10. (6) Reactant: O[CH2:2][CH2:3][N:4]([CH3:14])[C:5](CC1CCCCC1)=[O:6].[OH:15][C:16]1[CH:21]=[CH:20][C:19]([CH2:22][C@H:23]([NH:28][C:29]2[S:30][CH:31]=[C:32]([C:34]3[CH:39]=[CH:38][CH:37]=[CH:36][CH:35]=3)[N:33]=2)[C:24]([O:26][CH3:27])=[O:25])=[CH:18][CH:17]=1.[C:53]1(P([C:53]2[CH:58]=[CH:57][CH:56]=[CH:55][CH:54]=2)[C:53]2[CH:58]=[CH:57][CH:56]=[CH:55][CH:54]=2)[CH:58]=[CH:57][CH:56]=[CH:55][CH:54]=1.C1CCN(C(N=NC(N2CCCCC2)=O)=O)CC1. Product: [CH:53]1([C:5]([N:4]([CH3:14])[CH2:3][CH2:2][O:15][C:16]2[CH:21]=[CH:20][C:19]([CH2:22][C@H:23]([NH:28][C:29]3[S:30][CH:31]=[C:32]([C:34]4[CH:35]=[CH:36][CH:37]=[CH:38][CH:39]=4)[N:33]=3)[C:24]([O:26][CH3:27])=[O:25])=[CH:18][CH:17]=2)=[O:6])[CH2:54][CH2:55][CH2:56][CH2:57][CH2:58]1. The catalyst class is: 7. (7) The catalyst class is: 49. Reactant: C([O:3][C:4](=O)[CH2:5][C:6]1[N:10]2[CH:11]=[C:12]([CH3:15])[CH:13]=[CH:14][C:9]2=[N:8][C:7]=1[C:16]1[CH:21]=[CH:20][C:19]([O:22][CH3:23])=[CH:18][CH:17]=1)C.C[Si]([N-][Si](C)(C)C)(C)C.[K+].[CH3:35][C:36]1[CH:41]=[C:40]([CH3:42])[N:39]2[N:43]=[CH:44][C:45](C(Cl)=O)=[C:38]2[N:37]=1.O. Product: [CH3:35][C:36]1[CH:41]=[C:40]([CH3:42])[N:39]2[N:43]=[CH:44][C:45]([C:4](=[O:3])[CH2:5][C:6]3[N:10]4[CH:11]=[C:12]([CH3:15])[CH:13]=[CH:14][C:9]4=[N:8][C:7]=3[C:16]3[CH:17]=[CH:18][C:19]([O:22][CH3:23])=[CH:20][CH:21]=3)=[C:38]2[N:37]=1. (8) Reactant: CS(C)=O.[Cl:5][C:6]1[CH:41]=[CH:40][CH:39]=[CH:38][C:7]=1[CH2:8][N:9]1[C:17]2[C:16](=[O:18])[N:15]([CH3:19])[C:14](=[O:20])[N:13]([CH3:21])[C:12]=2[C:11]([C:22]#[N:23])=[C:10]1[N:24]1[CH2:29][CH2:28][CH2:27][C@@H:26]([NH:30][C:31](=[O:37])[O:32][C:33]([CH3:36])([CH3:35])[CH3:34])[CH2:25]1.C(=O)([O-])[O-:43].[K+].[K+].OO. Product: [NH2:23][C:22]([C:11]1[C:12]2[N:13]([CH3:21])[C:14](=[O:20])[N:15]([CH3:19])[C:16](=[O:18])[C:17]=2[N:9]([CH2:8][C:7]2[CH:38]=[CH:39][CH:40]=[CH:41][C:6]=2[Cl:5])[C:10]=1[N:24]1[CH2:29][CH2:28][CH2:27][C@@H:26]([NH:30][C:31](=[O:37])[O:32][C:33]([CH3:34])([CH3:35])[CH3:36])[CH2:25]1)=[O:43]. The catalyst class is: 6. (9) Reactant: [Br:1][C:2]([CH3:7])([CH3:6])[C:3](Br)=[O:4].Cl.[CH2:9]([O:16][NH2:17])[C:10]1[CH:15]=[CH:14][CH:13]=[CH:12][CH:11]=1. Product: [Br:1][C:2]([CH3:7])([CH3:6])[C:3]([NH:17][O:16][CH2:9][C:10]1[CH:15]=[CH:14][CH:13]=[CH:12][CH:11]=1)=[O:4]. The catalyst class is: 25.